From a dataset of Full USPTO retrosynthesis dataset with 1.9M reactions from patents (1976-2016). Predict the reactants needed to synthesize the given product. Given the product [Br:1][C:2]1[C:3](=[O:4])[C:5]2[C:6](=[CH:7][C:8]([OH:11])=[CH:9][CH:10]=2)[O:33][C:29]=1[CH:30]([CH3:31])[CH3:32], predict the reactants needed to synthesize it. The reactants are: [Br:1][CH:2]([C:29](=[O:33])[CH:30]([CH3:32])[CH3:31])[C:3]([C:5]1[CH:10]=[CH:9][C:8]([O:11]CC2C=CC(OC)=CC=2)=[CH:7][C:6]=1O[Si](C(C)(C)C)(C)C)=[O:4].S(=O)(=O)(O)O.